Dataset: Experimentally validated miRNA-target interactions with 360,000+ pairs, plus equal number of negative samples. Task: Binary Classification. Given a miRNA mature sequence and a target amino acid sequence, predict their likelihood of interaction. (1) The miRNA is hsa-miR-6869-5p with sequence GUGAGUAGUGGCGCGCGGCGGC. The protein sequence of the target gene is MEVEAVCGGAGEVEAQDSDPAPAFSKAPGSAGHYELPWVEKYRPVKLNEIVGNEDTVSRLEVFAREGNVPNIIIAGPPGTGKTTSILCLARALLGPALKDAMLELNASNDRGIDVVRNKIKMFAQQKVTLPKGRHKIIILDEADSMTDGAQQALRRTMEIYSKTTRFALACNASDKIIEPIQSRCAVLRYTKLTDAQILTRLMNVIEKERVPYTDDGLEAIIFTAQGDMRQALNNLQSTFSGFGFINSENVFKVCDEPHPLLVKEMIQHCVNANIDEAYKILAHLWHLGYSPEDIIGNIF.... Result: 1 (interaction). (2) The miRNA is hsa-miR-572 with sequence GUCCGCUCGGCGGUGGCCCA. The protein sequence of the target gene is MAQEKMELDLEPDTSYGGTLRRSSSAPLIHGLSDLSQVFQPYTLRTRRNSTTIMSRHSLEEGLDMVNRETAHEREMQTAMQISQSWDESLSLSDSDFDKPEKLYSPKRIDFTPVSPAPSPTRGFGKMFVSSSGLPPSPVPSPRRFSRRSQSPVKCIRPSVLGPLKRKGEMETESQPKRLFQGTTNMLSPDAAQLSDLSSCSDILDGSSSSSGLSSDPLAKGSATAESPVACSNSCSSFILMDDLSPK. Result: 0 (no interaction).